The task is: Predict which catalyst facilitates the given reaction.. This data is from Catalyst prediction with 721,799 reactions and 888 catalyst types from USPTO. (1) Reactant: [CH3:1][O:2][C:3](=[O:5])[NH2:4].[NH:6]1[CH2:10][CH2:9][CH2:8][CH:7]1[C:11]1[NH:15][C:14]([C:16]2[CH:17]=[CH:18][C:19]3[C:25]4[CH:26]=[CH:27][C:28]([C:30]5[NH:31][C:32]([CH:35]6[CH2:39][CH2:38][CH2:37][NH:36]6)=[N:33][CH:34]=5)=[CH:29][C:24]=4[CH2:23][N:22]([CH3:40])[CH2:21][C:20]=3[CH:41]=2)=[CH:13][N:12]=1.[CH3:42][O:43][C:44]([NH:46][C@H:47]([C:51]([OH:53])=O)[CH:48]([CH3:50])[CH3:49])=[O:45].CN(C(ON1N=NC2[CH:65]=[CH:66][CH:67]=NC1=2)=[N+](C)C)C.F[P-](F)(F)(F)(F)F.[CH:78](N(C(C)C)CC)(C)C.CN([CH:90]=[O:91])C. Product: [CH3:1][O:2][C:3](=[O:5])[NH:4][CH:78]([C:90]([N:6]1[CH2:10][CH2:9][CH2:8][CH:7]1[C:11]1[NH:15][C:14]([C:16]2[CH:17]=[CH:18][C:19]3[C:25]4[CH:26]=[CH:27][C:28]([C:30]5[NH:31][C:32]([CH:35]6[CH2:39][CH2:38][CH2:37][N:36]6[C:51](=[O:53])[CH:47]([NH:46][C:44]([O:43][CH3:42])=[O:45])[CH:48]([CH3:49])[CH3:50])=[N:33][CH:34]=5)=[CH:29][C:24]=4[CH2:23][N:22]([CH3:40])[CH2:21][C:20]=3[CH:41]=2)=[CH:13][N:12]=1)=[O:91])[CH:66]([CH3:65])[CH3:67]. The catalyst class is: 25. (2) Reactant: [CH3:1][O:2][C:3]1[CH:8]=[CH:7][C:6](/[CH:9]=[CH:10]/[C:11](OC)=[O:12])=[C:5]([N+:15]([O-:17])=[O:16])[CH:4]=1.CC(C[AlH]CC(C)C)C. Product: [CH3:1][O:2][C:3]1[CH:8]=[CH:7][C:6](/[CH:9]=[CH:10]/[CH2:11][OH:12])=[C:5]([N+:15]([O-:17])=[O:16])[CH:4]=1. The catalyst class is: 11.